From a dataset of Peptide-MHC class I binding affinity with 185,985 pairs from IEDB/IMGT. Regression. Given a peptide amino acid sequence and an MHC pseudo amino acid sequence, predict their binding affinity value. This is MHC class I binding data. (1) The peptide sequence is FPSVFINPI. The MHC is HLA-C05:01 with pseudo-sequence HLA-C05:01. The binding affinity (normalized) is 0.0847. (2) The peptide sequence is SITEVECFL. The MHC is HLA-A26:01 with pseudo-sequence HLA-A26:01. The binding affinity (normalized) is 0.0765. (3) The peptide sequence is IALANIGFL. The MHC is HLA-A02:01 with pseudo-sequence HLA-A02:01. The binding affinity (normalized) is 0.305. (4) The peptide sequence is PSEVSPIAQ. The MHC is HLA-A24:03 with pseudo-sequence HLA-A24:03. The binding affinity (normalized) is 0.0847. (5) The peptide sequence is KMSPGYVLGV. The MHC is HLA-A02:03 with pseudo-sequence HLA-A02:03. The binding affinity (normalized) is 1.00. (6) The peptide sequence is LTKGTLEPEY. The MHC is HLA-A26:01 with pseudo-sequence HLA-A26:01. The binding affinity (normalized) is 0.298. (7) The binding affinity (normalized) is 0.0684. The peptide sequence is RMYIFFASFY. The MHC is HLA-A26:01 with pseudo-sequence HLA-A26:01. (8) The peptide sequence is YKDANISMY. The MHC is HLA-B15:01 with pseudo-sequence HLA-B15:01. The binding affinity (normalized) is 0.0847. (9) The peptide sequence is LAISAVYFKA. The MHC is HLA-A02:02 with pseudo-sequence HLA-A02:02. The binding affinity (normalized) is 0.328.